From a dataset of Reaction yield outcomes from USPTO patents with 853,638 reactions. Predict the reaction yield, written as a fraction of the theoretical maximum amount of product (1.0 means a 100% yield; for example, 0.34 means a 34% yield). (1) No catalyst specified. The product is [Cl:1][C:2]1[CH:7]=[CH:6][C:5]([CH:8]2[CH2:13][NH:12][C:11](=[O:14])[C:10]3[S:15][C:16]([N:20]4[CH2:25][CH2:24][O:23][CH2:22][CH2:21]4)=[C:17]([CH2:18][OH:19])[C:9]2=3)=[CH:4][CH:3]=1. The reactants are [Cl:1][C:2]1[CH:7]=[CH:6][C:5]([CH:8]2[CH2:13][NH:12][C:11](=[O:14])[C:10]3[S:15][C:16]([N:20]4[CH2:25][CH2:24][O:23][CH2:22][CH2:21]4)=[C:17]([CH:18]=[O:19])[C:9]2=3)=[CH:4][CH:3]=1.CO.[BH4-].[Na+]. The yield is 0.620. (2) The reactants are [C:1]([O:5][C:6]([N:8]1[CH2:12][CH2:11][CH2:10][C@H:9]1[C@H:13]([O:19][CH3:20])[C@@H:14]([CH3:18])[C:15]([OH:17])=O)=[O:7])([CH3:4])([CH3:3])[CH3:2].CN(C(ON1N=NC2C=CC=NC1=2)=[N+](C)C)C.F[P-](F)(F)(F)(F)F.C(N(CC)CC)C.[CH:52]1([CH2:59][CH2:60][NH2:61])[CH:58]=[CH:57][CH:56]=[CH:55][CH:54]=[CH:53]1. The catalyst is ClCCl.CN(C)C=O. The product is [CH:52]1([CH2:59][CH2:60][NH:61][C:15](=[O:17])[C@H:14]([CH3:18])[C@H:13]([C@@H:9]2[CH2:10][CH2:11][CH2:12][N:8]2[C:6]([O:5][C:1]([CH3:2])([CH3:3])[CH3:4])=[O:7])[O:19][CH3:20])[CH:58]=[CH:57][CH:56]=[CH:55][CH:54]=[CH:53]1. The yield is 0.590. (3) The reactants are C[N:2]([CH:4]=[N:5][C:6](=O)[C:7]1[CH:12]=[C:11]([CH2:13][CH3:14])[C:10]([O:15][CH3:16])=[N:9][C:8]=1[CH3:17])C.O.[NH2:20]N. The yield is 0.520. The catalyst is C(O)(=O)C. The product is [CH2:13]([C:11]1[C:10]([O:15][CH3:16])=[N:9][C:8]([CH3:17])=[C:7]([C:6]2[N:5]=[CH:4][NH:2][N:20]=2)[CH:12]=1)[CH3:14]. (4) The reactants are [NH2:1][C:2]1[N:3]=[CH:4][C:5]([C:15]2[CH:20]=[CH:19][C:18]([OH:21])=[CH:17][CH:16]=2)=[N:6][C:7]=1[CH2:8][C:9]1[CH:14]=[CH:13][CH:12]=[CH:11][CH:10]=1.O=[C:23]([CH2:27][CH2:28][CH3:29])[C:24]([OH:26])=[O:25]. The catalyst is C(O)C.[Pd]. The product is [CH2:8]([C:7]1[C:2]([NH:1][CH:23]([CH2:27][CH2:28][CH3:29])[C:24]([OH:26])=[O:25])=[N:3][CH:4]=[C:5]([C:15]2[CH:16]=[CH:17][C:18]([OH:21])=[CH:19][CH:20]=2)[N:6]=1)[C:9]1[CH:10]=[CH:11][CH:12]=[CH:13][CH:14]=1. The yield is 0.520. (5) The reactants are [Br:1][C:2]1[CH:3]=[C:4]([CH:8]=[CH:9][C:10]=1[C:11]#[N:12])[C:5]([OH:7])=O.[Cl-].[CH3:14][C:15]1[CH:16]=[C:17]([CH:38]=[CH:39][C:40]=1[O:41][CH3:42])[CH2:18][P+](C1C=CC=CC=1)(C1C=CC=CC=1)C1C=CC=CC=1.C([Li])CCC.[O-:48]S([O-])(=O)=O.[Mg+2].[O-][Mn](=O)(=O)=O.[K+]. The catalyst is S(Cl)(Cl)=O.CN(C)C=O.C1(C)C=CC=CC=1.O. The product is [Br:1][C:2]1[CH:3]=[C:4]([C:5](=[O:7])[C:18]([C:17]2[CH:38]=[CH:39][C:40]([O:41][CH3:42])=[C:15]([CH3:14])[CH:16]=2)=[O:48])[CH:8]=[CH:9][C:10]=1[C:11]#[N:12]. The yield is 0.690. (6) The reactants are [CH3:1][C@H:2]1[C:6](=[O:7])[N:5]([C:8]([O:10][C:11]([CH3:14])([CH3:13])[CH3:12])=[O:9])[C@H:4]([C:15](OC)=[O:16])[CH2:3]1.[Li+].[BH4-].CCO. The catalyst is C1COCC1. The product is [OH:7][CH2:6][C@H:2]([CH3:1])[CH2:3][C@H:4]([NH:5][C:8](=[O:9])[O:10][C:11]([CH3:13])([CH3:12])[CH3:14])[CH2:15][OH:16]. The yield is 0.450. (7) The reactants are [Cl:1][C:2]1[CH:3]=[C:4]2[C:10]([C:11]3[N:16]=[C:15]([NH:17][C@H:18]4[CH2:23][CH2:22][CH2:21][C@@H:20]([O:24][CH3:25])[C@@H:19]4[OH:26])[C:14]([F:27])=[CH:13][N:12]=3)=[CH:9][N:8](S(C3C=CC(C)=CC=3)(=O)=O)[C:5]2=[N:6][CH:7]=1.[Li+].[OH-].Cl.C([O-])(O)=O.[Na+]. The catalyst is C1COCC1. The product is [Cl:1][C:2]1[CH:3]=[C:4]2[C:10]([C:11]3[N:16]=[C:15]([NH:17][C@H:18]4[CH2:23][CH2:22][CH2:21][C@@H:20]([O:24][CH3:25])[C@@H:19]4[OH:26])[C:14]([F:27])=[CH:13][N:12]=3)=[CH:9][NH:8][C:5]2=[N:6][CH:7]=1. The yield is 0.910.